This data is from Reaction yield outcomes from USPTO patents with 853,638 reactions. The task is: Predict the reaction yield, written as a fraction of the theoretical maximum amount of product (1.0 means a 100% yield; for example, 0.34 means a 34% yield). (1) The reactants are Br[C:2]1[S:6][C:5]([C:7]2[N:11]3[N:12]=[C:13]([CH3:21])[CH:14]=[C:15]([CH:16]([CH2:19][CH3:20])[CH2:17][CH3:18])[C:10]3=[N:9][C:8]=2[CH3:22])=[C:4]([CH3:23])[CH:3]=1.C([Li])CCC.C1COCC1.Br[C:35]1[CH:39]=[CH:38][N:37]([CH3:40])[N:36]=1. The catalyst is [Cl-].[Cl-].[Zn+2].C1C=CC(P(C2C=CC=CC=2)[C-]2C=CC=C2)=CC=1.C1C=CC(P(C2C=CC=CC=2)[C-]2C=CC=C2)=CC=1.Cl[Pd]Cl.[Fe+2]. The product is [CH2:17]([CH:16]([C:15]1[C:10]2[N:11]([C:7]([C:5]3[S:6][C:2]([C:35]4[CH:39]=[CH:38][N:37]([CH3:40])[N:36]=4)=[CH:3][C:4]=3[CH3:23])=[C:8]([CH3:22])[N:9]=2)[N:12]=[C:13]([CH3:21])[CH:14]=1)[CH2:19][CH3:20])[CH3:18]. The yield is 0.100. (2) The reactants are O=P12OP3(OP(OP(O3)(O1)=O)(=O)O2)=O.[CH3:15][O:16][C:17]1[CH:18]=[C:19]([CH:26]=[CH:27][CH:28]=1)[O:20][CH2:21][C:22]([CH3:25])(O)[CH3:23]. The catalyst is CS(O)(=O)=O. The product is [CH3:15][O:16][C:17]1[CH:28]=[CH:27][C:26]2[C:22]([CH3:25])([CH3:23])[CH2:21][O:20][C:19]=2[CH:18]=1. The yield is 0.250. (3) The reactants are [CH:1]1([N:5]2[CH2:10][CH2:9][N:8]([C:11]([C:13]3[CH:14]=[C:15]4[C:19](=[CH:20][CH:21]=3)[NH:18][C:17]([C:22]([N:24]3[CH2:29][CH2:28][C:27]([F:31])([F:30])[CH2:26][CH2:25]3)=[O:23])=[CH:16]4)=[O:12])[CH2:7][CH2:6]2)[CH2:4][CH2:3][CH2:2]1.[F:32][C:33]1[CH:34]=[C:35](B(O)O)[CH:36]=[C:37]([F:39])[CH:38]=1.N1C=CC=CC=1. The catalyst is ClCCl.C([O-])(=O)C.[Cu+2].C([O-])(=O)C. The product is [CH:1]1([N:5]2[CH2:6][CH2:7][N:8]([C:11]([C:13]3[CH:14]=[C:15]4[C:19](=[CH:20][CH:21]=3)[N:18]([C:35]3[CH:34]=[C:33]([F:32])[CH:38]=[C:37]([F:39])[CH:36]=3)[C:17]([C:22]([N:24]3[CH2:25][CH2:26][C:27]([F:30])([F:31])[CH2:28][CH2:29]3)=[O:23])=[CH:16]4)=[O:12])[CH2:9][CH2:10]2)[CH2:2][CH2:3][CH2:4]1. The yield is 0.690. (4) The reactants are [OH:1][C:2]1[C:9]([CH3:10])=[CH:8][C:5]([C:6]#[N:7])=[CH:4][C:3]=1[CH3:11].Cl[CH2:13][C:14]([CH3:17])([OH:16])[CH3:15].C(=O)([O-])[O-].[K+].[K+].O. The catalyst is C(O)C. The product is [OH:16][C:14]([CH3:17])([CH3:15])[CH2:13][O:1][C:2]1[C:3]([CH3:11])=[CH:4][C:5]([C:6]#[N:7])=[CH:8][C:9]=1[CH3:10]. The yield is 0.970. (5) The reactants are [NH2:1][C:2]1[C:11]2[S:10](=[O:13])(=[O:12])[N:9]=[C:8]([C:14]3[C:15](=[O:30])[N:16]([NH:25][CH2:26][CH:27]([CH3:29])[CH3:28])[C:17]4[C:22]([C:23]=3[OH:24])=[CH:21][CH:20]=[CH:19][CH:18]=4)[NH:7][C:6]=2[CH:5]=[CH:4][C:3]=1[OH:31].[CH3:32][S:33](Cl)(=[O:35])=[O:34].C(N(C(C)C)CC)(C)C.O. The catalyst is O1CCCC1. The product is [CH3:32][S:33]([O:31][C:3]1[CH:4]=[CH:5][C:6]2[NH:7][C:8]([C:14]3[C:15](=[O:30])[N:16]([NH:25][CH2:26][CH:27]([CH3:29])[CH3:28])[C:17]4[C:22]([C:23]=3[OH:24])=[CH:21][CH:20]=[CH:19][CH:18]=4)=[N:9][S:10](=[O:12])(=[O:13])[C:11]=2[C:2]=1[NH2:1])(=[O:35])=[O:34]. The yield is 0.280. (6) The reactants are [C:1]([C:3]1[CH:36]=[CH:35][C:6]([C:7]([NH:9][C:10]2[N:14]([CH2:15][CH2:16][O:17][CH3:18])[C:13]3[CH:19]=[CH:20][C:21]([CH2:23][O:24][Si](C(C)C)(C(C)C)C(C)C)=[CH:22][C:12]=3[N:11]=2)=[O:8])=[CH:5][CH:4]=1)#[N:2].Cl. The catalyst is O1CCOCC1. The product is [C:1]([C:3]1[CH:4]=[CH:5][C:6]([C:7]([NH:9][C:10]2[N:14]([CH2:15][CH2:16][O:17][CH3:18])[C:13]3[CH:19]=[CH:20][C:21]([CH2:23][OH:24])=[CH:22][C:12]=3[N:11]=2)=[O:8])=[CH:35][CH:36]=1)#[N:2]. The yield is 0.920. (7) The product is [ClH:20].[CH3:22][O:21][C:11]1[CH:12]=[C:13]2[C:18](=[CH:19][CH:10]=1)[N:17]=[CH:16][N:15]=[CH:14]2. The yield is 0.870. The catalyst is C(O)(C)C. The reactants are Cl.C(O[C:10]1[CH:19]=[C:18]2[C:13]([C:14]([Cl:20])=[N:15][CH:16]=[N:17]2)=[CH:12][C:11]=1[O:21][CH3:22])C1C=CC=CC=1.FC1C=C(C)C(OC(OC)=O)=CC=1N.